This data is from Forward reaction prediction with 1.9M reactions from USPTO patents (1976-2016). The task is: Predict the product of the given reaction. (1) Given the reactants [Cl:1][C:2]1[C:3]([F:31])=[C:4]([CH:8]2[C:12]([C:15]3[CH:20]=[CH:19][C:18]([Cl:21])=[CH:17][C:16]=3[F:22])([C:13]#[N:14])[CH:11]([CH2:23][C:24]([CH3:27])([CH3:26])[CH3:25])[NH:10][CH:9]2[C:28]([OH:30])=O)[CH:5]=[CH:6][CH:7]=1.CN(C(ON1N=NC2C=CC=NC1=2)=[N+](C)C)C.F[P-](F)(F)(F)(F)F.CCN(C(C)C)C(C)C.[NH2:65][C:66]1[CH:71]=[CH:70][C:69]([C:72]2[NH:76][NH:75][C:74](=[O:77])[N:73]=2)=[CH:68][CH:67]=1, predict the reaction product. The product is: [O:77]=[C:74]1[NH:75][NH:76][C:72]([C:69]2[CH:70]=[CH:71][C:66]([NH:65][C:28]([CH:9]3[CH:8]([C:4]4[CH:5]=[CH:6][CH:7]=[C:2]([Cl:1])[C:3]=4[F:31])[C:12]([C:15]4[CH:20]=[CH:19][C:18]([Cl:21])=[CH:17][C:16]=4[F:22])([C:13]#[N:14])[CH:11]([CH2:23][C:24]([CH3:26])([CH3:27])[CH3:25])[NH:10]3)=[O:30])=[CH:67][CH:68]=2)=[N:73]1. (2) Given the reactants [CH3:1][CH2:2][C:3]1[C:25]([CH3:26])=[C:24]2[NH:27][C:4]=1[CH:5]=[C:6]1[N:40]=[C:39]3[C:8]([C:9]([CH:11]([C:41]([O:43]C)=[O:42])[C:12]3=[C:13]3[N:17]=[C:16]([CH:18]=[C:19]4[NH:28][C:22](=[CH:23]2)[C:21]([CH:29]=[CH2:30])=[C:20]4[CH3:31])[CH:15]([CH3:32])[CH:14]3[CH2:33][CH2:34][C:35]([O:37]C)=[O:36])=[O:10])=[C:7]1[CH3:45].CC(C)=[O:48].[OH-].[K+].Cl, predict the reaction product. The product is: [CH3:1][CH2:2][C:3]1[C:4]2[N:27]=[C:24]([CH:23]=[C:22]3[C:21]([CH:29]=[CH2:30])=[C:20]([CH3:31])[C:19](=[CH:18][C:16]4[C@@H:15]([CH3:32])[C@H:14]([CH2:33][CH2:34][C:35]([OH:37])=[O:36])[C:13](=[C:12]([CH2:11][C:41]([OH:43])=[O:42])[C:39]5[NH:40][C:6]([CH:5]=2)=[C:7]([CH3:45])[C:8]=5[C:9]([OH:48])=[O:10])[N:17]=4)[NH:28]3)[C:25]=1[CH3:26]. (3) Given the reactants [F:1][C:2]1[CH:3]=[C:4]([C:12]([C:22]2[CH:27]=[CH:26][C:25]([F:28])=[CH:24][N:23]=2)([CH2:15][C:16]2[CH:21]=[CH:20][CH:19]=[CH:18][CH:17]=2)[C:13]#[N:14])[CH:5]=[C:6]([C:8]([F:11])([F:10])[F:9])[CH:7]=1.[BH4-].[Na+], predict the reaction product. The product is: [F:1][C:2]1[CH:3]=[C:4]([C:12]([C:22]2[CH:27]=[CH:26][C:25]([F:28])=[CH:24][N:23]=2)([CH2:15][C:16]2[CH:21]=[CH:20][CH:19]=[CH:18][CH:17]=2)[CH2:13][NH2:14])[CH:5]=[C:6]([C:8]([F:11])([F:10])[F:9])[CH:7]=1. (4) Given the reactants [OH:1][C:2]1[CH:3]=[CH:4][C:5]([CH3:12])=[C:6]([CH:11]=1)[C:7]([O:9][CH3:10])=[O:8].[CH2:13](I)[CH3:14].C([O-])([O-])=O.[K+].[K+], predict the reaction product. The product is: [CH2:13]([O:1][C:2]1[CH:3]=[CH:4][C:5]([CH3:12])=[C:6]([CH:11]=1)[C:7]([O:9][CH3:10])=[O:8])[CH3:14]. (5) Given the reactants [CH2:1]([O:3][C:4]([C:6]1[C:7]([C:17]2[CH:22]=[CH:21][C:20]([F:23])=[CH:19][CH:18]=2)=[C:8]2[N:13]([CH:14]=1)[CH:12]=[C:11]([CH2:15][OH:16])[CH:10]=[CH:9]2)=[O:5])[CH3:2].C[N+]1([O-])CCOCC1, predict the reaction product. The product is: [CH2:1]([O:3][C:4]([C:6]1[C:7]([C:17]2[CH:18]=[CH:19][C:20]([F:23])=[CH:21][CH:22]=2)=[C:8]2[N:13]([CH:14]=1)[CH:12]=[C:11]([CH:15]=[O:16])[CH:10]=[CH:9]2)=[O:5])[CH3:2]. (6) The product is: [C:1]([NH:5][C:6]([C:8]1[CH:9]=[N:10][N:11]2[CH:16]=[CH:15][C:14]([N:17]3[CH2:21][CH2:20][CH2:19][C@@H:18]3[C:22]3[C:23](=[O:29])[NH:24][CH:25]=[C:26]([F:28])[CH:27]=3)=[N:13][C:12]=12)=[O:7])([CH3:4])([CH3:2])[CH3:3]. Given the reactants [C:1]([NH:5][C:6]([C:8]1[CH:9]=[N:10][N:11]2[CH:16]=[CH:15][C:14]([N:17]3[CH2:21][CH2:20][CH2:19][C@@H:18]3[C:22]3[C:23]([O:29]C)=[N:24][CH:25]=[C:26]([F:28])[CH:27]=3)=[N:13][C:12]=12)=[O:7])([CH3:4])([CH3:3])[CH3:2].Cl, predict the reaction product. (7) Given the reactants [NH2:1][C:2]1[CH:3]=[C:4]([CH:22]=[CH:23][CH:24]=1)[CH2:5][N:6]1[C:10]2=[N:11][C:12]([NH:15][C:16]3[CH:17]=[N:18][N:19]([CH3:21])[CH:20]=3)=[N:13][CH:14]=[C:9]2[CH:8]=[N:7]1.[C:25](O)(=[O:28])[C:26]#[CH:27].CCN(C(C)C)C(C)C.C1CN([P+](Br)(N2CCCC2)N2CCCC2)CC1.F[P-](F)(F)(F)(F)F, predict the reaction product. The product is: [CH3:21][N:19]1[CH:20]=[C:16]([NH:15][C:12]2[N:11]=[C:10]3[N:6]([CH2:5][C:4]4[CH:3]=[C:2]([NH:1][C:25](=[O:28])[C:26]#[CH:27])[CH:24]=[CH:23][CH:22]=4)[N:7]=[CH:8][C:9]3=[CH:14][N:13]=2)[CH:17]=[N:18]1. (8) Given the reactants [CH2:1]([N:3]1[CH2:8][CH2:7][N:6]2[N:9]=[C:10]([NH2:12])[CH:11]=[C:5]2[CH2:4]1)[CH3:2].Br[C:14]1[C:15](=[O:22])[N:16]([CH3:21])[N:17]=[C:18]([Cl:20])[CH:19]=1.C(=O)([O-])[O-].[Cs+].[Cs+].C1(P(C2C=CC=CC=2)C2C3OC4C(=CC=CC=4P(C4C=CC=CC=4)C4C=CC=CC=4)C(C)(C)C=3C=CC=2)C=CC=CC=1, predict the reaction product. The product is: [Cl:20][C:18]1[CH:19]=[C:14]([NH:12][C:10]2[CH:11]=[C:5]3[CH2:4][N:3]([CH2:1][CH3:2])[CH2:8][CH2:7][N:6]3[N:9]=2)[C:15](=[O:22])[N:16]([CH3:21])[N:17]=1.